Dataset: Catalyst prediction with 721,799 reactions and 888 catalyst types from USPTO. Task: Predict which catalyst facilitates the given reaction. (1) Reactant: [C:12]([O:11][C:9](O[C:9]([O:11][C:12]([CH3:15])([CH3:14])[CH3:13])=[O:10])=[O:10])([CH3:15])([CH3:14])[CH3:13].[N:16]([CH2:19][C:20]1[CH:25]=[CH:24][C:23]([Br:26])=[C:22]([F:27])[CH:21]=1)=[N+]=[N-]. Product: [Br:26][C:23]1[CH:24]=[CH:25][C:20]([CH2:19][NH:16][C:9]([O:11][C:12]([CH3:13])([CH3:14])[CH3:15])=[O:10])=[CH:21][C:22]=1[F:27]. The catalyst class is: 29. (2) Reactant: C([Li])CCC.Br[C:7]1[CH:8]=[CH:9][C:10]([O:13][CH3:14])=[N:11][CH:12]=1.[F:15][C:16]([F:25])([F:24])[CH:17]1[CH2:22][CH2:21][C:20](=[O:23])[CH2:19][CH2:18]1. Product: [CH3:14][O:13][C:10]1[N:11]=[CH:12][C:7]([C:20]2([OH:23])[CH2:19][CH2:18][CH:17]([C:16]([F:24])([F:25])[F:15])[CH2:22][CH2:21]2)=[CH:8][CH:9]=1. The catalyst class is: 1. (3) Reactant: [NH2:1][C:2]1[CH:7]=[CH:6][C:5]([OH:8])=[CH:4][CH:3]=1.CC(C)([O-])C.[K+].Cl[C:16]1[CH:21]=[CH:20][N:19]=[C:18]([CH3:22])[CH:17]=1.O. Product: [CH3:22][C:18]1[CH:17]=[C:16]([O:8][C:5]2[CH:6]=[CH:7][C:2]([NH2:1])=[CH:3][CH:4]=2)[CH:21]=[CH:20][N:19]=1. The catalyst class is: 80. (4) Reactant: [NH2:1][C:2]1[N:14]=[C:13]([C:15]2[CH:20]=[CH:19][CH:18]=[CH:17][C:16]=2[O:21][CH2:22][C:23]2[CH:28]=[CH:27][CH:26]=[CH:25][CH:24]=2)[CH:12]=[C:11]([CH:29]([NH:37][C:38]([O:40][C:41]([CH3:44])([CH3:43])[CH3:42])=[O:39])[CH2:30][C:31]2[CH:36]=[CH:35][CH:34]=[CH:33][CH:32]=2)[C:3]=1[C:4](OC(C)(C)C)=[O:5].COCCO[AlH2-]OCCOC.[Na+]. Product: [C:41]([O:40][C:38](=[O:39])[NH:37][CH:29]([C:11]1[CH:12]=[C:13]([C:15]2[CH:20]=[CH:19][CH:18]=[CH:17][C:16]=2[O:21][CH2:22][C:23]2[CH:24]=[CH:25][CH:26]=[CH:27][CH:28]=2)[N:14]=[C:2]([NH2:1])[C:3]=1[CH:4]=[O:5])[CH2:30][C:31]1[CH:36]=[CH:35][CH:34]=[CH:33][CH:32]=1)([CH3:44])([CH3:42])[CH3:43]. The catalyst class is: 1. (5) Reactant: COCCO[AlH2-]OCCOC.[Na+].[CH2:13]([N:20]1[CH2:25][CH2:24][C:23]2([C:33]3[C:28](=[CH:29][CH:30]=[CH:31][C:32]=3[C@H:34]3[CH2:38][CH2:37][CH2:36][N:35]3[C:39]([O:41][C:42]([CH3:45])([CH3:44])[CH3:43])=[O:40])[NH:27][C:26]2=O)[CH2:22][CH2:21]1)[C:14]1[CH:19]=[CH:18][CH:17]=[CH:16][CH:15]=1. Product: [CH2:13]([N:20]1[CH2:25][CH2:24][C:23]2([C:33]3[C:28](=[CH:29][CH:30]=[CH:31][C:32]=3[C@H:34]3[CH2:38][CH2:37][CH2:36][N:35]3[C:39]([O:41][C:42]([CH3:45])([CH3:44])[CH3:43])=[O:40])[NH:27][CH2:26]2)[CH2:22][CH2:21]1)[C:14]1[CH:15]=[CH:16][CH:17]=[CH:18][CH:19]=1. The catalyst class is: 11.